Dataset: Catalyst prediction with 721,799 reactions and 888 catalyst types from USPTO. Task: Predict which catalyst facilitates the given reaction. (1) The catalyst class is: 11. Reactant: [Cl:1][C:2]1[CH:3]=[CH:4][C:5]2[NH:11][C:10](=O)[CH:9]([CH2:13][N:14]3[C:18]([CH2:19][C:20]([O:22][CH2:23][CH3:24])=[O:21])=[N:17][N:16]=[N:15]3)[CH2:8][CH:7]([C:25]3[CH:30]=[CH:29][CH:28]=[C:27]([O:31][CH3:32])[C:26]=3[O:33][CH3:34])[C:6]=2[CH:35]=1.COC1C=CC(P2(SP(C3C=CC(OC)=CC=3)(=S)S2)=[S:45])=CC=1. Product: [Cl:1][C:2]1[CH:3]=[CH:4][C:5]2[NH:11][C:10](=[S:45])[CH:9]([CH2:13][N:14]3[C:18]([CH2:19][C:20]([O:22][CH2:23][CH3:24])=[O:21])=[N:17][N:16]=[N:15]3)[CH2:8][CH:7]([C:25]3[CH:30]=[CH:29][CH:28]=[C:27]([O:31][CH3:32])[C:26]=3[O:33][CH3:34])[C:6]=2[CH:35]=1. (2) Product: [C:15]([O:14][C:12]([NH:11][C:9]1[O:10][C:4]2[C:5](=[N:6][CH:7]=[C:2]([CH:26]3[CH2:29][CH2:28][CH2:27]3)[CH:3]=2)[C:8]=1[C:19]([O:21][CH2:22][CH3:23])=[O:20])=[O:13])([CH3:18])([CH3:17])[CH3:16]. Reactant: Br[C:2]1[CH:3]=[C:4]2[O:10][C:9]([NH:11][C:12]([O:14][C:15]([CH3:18])([CH3:17])[CH3:16])=[O:13])=[C:8]([C:19]([O:21][CH2:22][CH3:23])=[O:20])[C:5]2=[N:6][CH:7]=1.Br[Zn][CH:26]1[CH2:29][CH2:28][CH2:27]1.C1COCC1.C1(P(C2CCCCC2)C2C=CC=CC=2C2C(OC)=CC=CC=2OC)CCCCC1. The catalyst class is: 318. (3) Reactant: [F:1][C:2]1[CH:7]=[CH:6][N:5]=[C:4]2[NH:8][CH:9]=[CH:10][C:3]=12.C1COCC1.[C:16]1([S:22](Cl)(=[O:24])=[O:23])[CH:21]=[CH:20][CH:19]=[CH:18][CH:17]=1.[Cl-].[NH4+]. Product: [C:16]1([S:22]([N:8]2[C:4]3=[N:5][CH:6]=[CH:7][C:2]([F:1])=[C:3]3[CH:10]=[CH:9]2)(=[O:24])=[O:23])[CH:21]=[CH:20][CH:19]=[CH:18][CH:17]=1. The catalyst class is: 13. (4) Reactant: [F:1][C:2]([F:37])([F:36])[C:3]1[CH:4]=[C:5]([CH:29]=[C:30]([C:32]([F:35])([F:34])[F:33])[CH:31]=1)[CH2:6][N:7]([CH2:15][C:16]1[CH:24]=[C:23]([C:25]([F:28])([F:27])[F:26])[CH:22]=[CH:21][C:17]=1C(O)=O)[C:8]1[N:13]=[CH:12][C:11]([Br:14])=[CH:10][N:9]=1.O(P(N=[N+]=[N-])([O:47][C:48]1[CH:53]=CC=CC=1)=O)C1C=CC=CC=1.C([N:59]([CH2:62]C)CC)C.Cl.[O:65]1CCCC1. Product: [F:34][C:32]([F:35])([F:33])[C:30]1[CH:29]=[C:5]([CH:4]=[C:3]([C:2]([F:1])([F:36])[F:37])[CH:31]=1)[CH2:6][N:7]([CH2:15][C:16]1[CH:24]=[C:23]([C:25]([F:27])([F:26])[F:28])[CH:22]=[CH:21][C:17]=1[NH:59][C:62](=[O:65])[O:47][CH2:48][CH3:53])[C:8]1[N:13]=[CH:12][C:11]([Br:14])=[CH:10][N:9]=1. The catalyst class is: 336.